Task: Predict the product of the given reaction.. Dataset: Forward reaction prediction with 1.9M reactions from USPTO patents (1976-2016) (1) Given the reactants [F:1][C:2]1[CH:10]=[CH:9][CH:8]=[C:7]([F:11])[C:3]=1[C:4](Cl)=[O:5].[Br:12][C:13]1[CH:19]=C[C:16]([NH2:17])=[CH:15][C:14]=1[CH3:20].[N:21]1C=CC=CC=1.O, predict the reaction product. The product is: [Br:12][C:13]1[C:14]([CH3:20])=[CH:15][C:16]([NH:17][C:4](=[O:5])[C:3]2[C:2]([F:1])=[CH:10][CH:9]=[CH:8][C:7]=2[F:11])=[N:21][CH:19]=1. (2) Given the reactants [CH3:1][CH:2]1[NH:7][CH2:6][C:5]2[N:8]=[N:9][N:10]([C:11]3[NH:15][N:14]=[CH:13][CH:12]=3)[C:4]=2[CH2:3]1.CCN(C(C)C)C(C)C.[Cl:25][C:26]1[C:34]([C:35]([F:38])([F:37])[F:36])=[N:33][CH:32]=[CH:31][C:27]=1[C:28](O)=[O:29].CN(C(ON1N=NC2C=CC=NC1=2)=[N+](C)C)C.F[P-](F)(F)(F)(F)F.C([O-])(O)=O.[Na+], predict the reaction product. The product is: [Cl:25][C:26]1[C:34]([C:35]([F:37])([F:38])[F:36])=[N:33][CH:32]=[CH:31][C:27]=1[C:28]([N:7]1[C@@H:2]([CH3:1])[CH2:3][C:4]2[N:10]([C:11]3[CH:12]=[CH:13][NH:14][N:15]=3)[N:9]=[N:8][C:5]=2[CH2:6]1)=[O:29].